The task is: Predict the product of the given reaction.. This data is from Forward reaction prediction with 1.9M reactions from USPTO patents (1976-2016). (1) Given the reactants C(=O)([O-])[O-].[Na+].[Na+].[ClH:7].[N:8]12[CH2:15][CH2:14][CH:11]([CH2:12][CH2:13]1)[C@@H:10]([NH:16][C:17]([C:19]1[O:20][C:21]3[C:27](Br)=[CH:26][CH:25]=[CH:24][C:22]=3[CH:23]=1)=[O:18])[CH2:9]2.[C:29]([C:32]1[CH:33]=[C:34](B(O)O)[CH:35]=[CH:36][CH:37]=1)([OH:31])=[O:30], predict the reaction product. The product is: [ClH:7].[N:8]12[CH2:15][CH2:14][CH:11]([CH2:12][CH2:13]1)[C@@H:10]([NH:16][C:17]([C:19]1[O:20][C:21]3[C:27]([C:36]4[CH:37]=[C:32]([CH:33]=[CH:34][CH:35]=4)[C:29]([OH:31])=[O:30])=[CH:26][CH:25]=[CH:24][C:22]=3[CH:23]=1)=[O:18])[CH2:9]2. (2) The product is: [CH2:9]([O:8][P:1]([CH2:12][C:13]1[CH:21]=[C:20]2[C:16]([CH:17]=[C:18]([C:23]([O:25][CH2:26][CH3:27])=[O:24])[N:19]2[CH3:22])=[C:15]([C:28]([F:31])([F:30])[F:29])[CH:14]=1)([O:2][CH2:3][CH3:4])=[O:5])[CH3:10]. Given the reactants [P:1]([O:8][CH2:9][CH3:10])([O:5]CC)[O:2][CH2:3][CH3:4].Br[CH2:12][C:13]1[CH:21]=[C:20]2[C:16]([CH:17]=[C:18]([C:23]([O:25][CH2:26][CH3:27])=[O:24])[N:19]2[CH3:22])=[C:15]([C:28]([F:31])([F:30])[F:29])[CH:14]=1, predict the reaction product. (3) Given the reactants [Cl:1][C:2]1[CH:3]=[C:4]([C:8]2[N:13]=[C:12]([CH2:14][N:15]3[CH:19]=[N:18][C:17]([C:20](OC)=[O:21])=[N:16]3)[CH:11]=[N:10][C:9]=2[O:24][CH3:25])[CH:5]=[CH:6][CH:7]=1.[BH4-].[Li+], predict the reaction product. The product is: [Cl:1][C:2]1[CH:3]=[C:4]([C:8]2[N:13]=[C:12]([CH2:14][N:15]3[CH:19]=[N:18][C:17]([CH2:20][OH:21])=[N:16]3)[CH:11]=[N:10][C:9]=2[O:24][CH3:25])[CH:5]=[CH:6][CH:7]=1. (4) The product is: [CH2:11]([O:10][C@:4]1([OH:19])[CH2:5][CH2:6][CH2:7][C@H:8]2[C@H:3]1[O:9]2)[C:12]1[CH:17]=[CH:16][CH:15]=[CH:14][CH:13]=1. Given the reactants [H-].[Na+].[C@H:3]12[O:9][C@H:8]1[CH2:7][CH2:6][CH2:5][C@H:4]2[OH:10].[CH2:11](Br)[C:12]1[CH:17]=[CH:16][CH:15]=[CH:14][CH:13]=1.[OH2:19], predict the reaction product. (5) Given the reactants [CH3:1][O:2][CH2:3][CH2:4][O:5][C:6]1[N:10]=[C:9]([CH:11]2[CH2:16][CH:15]([C:17]3[CH:22]=[CH:21][C:20]([CH2:23][C:24]([F:27])([F:26])[F:25])=[CH:19][CH:18]=3)[CH2:14][N:13]([C:28](OC3C=CC([N+]([O-])=O)=CC=3)=[O:29])[CH2:12]2)[O:8][N:7]=1.Cl.[OH:41][CH:42]1[CH2:45][NH:44][CH2:43]1.C(=O)([O-])[O-].[K+].[K+], predict the reaction product. The product is: [OH:41][CH:42]1[CH2:45][N:44]([C:28]([N:13]2[CH2:14][CH:15]([C:17]3[CH:18]=[CH:19][C:20]([CH2:23][C:24]([F:26])([F:25])[F:27])=[CH:21][CH:22]=3)[CH2:16][CH:11]([C:9]3[O:8][N:7]=[C:6]([O:5][CH2:4][CH2:3][O:2][CH3:1])[N:10]=3)[CH2:12]2)=[O:29])[CH2:43]1. (6) The product is: [N:14]1([C:18]2([C:43]3[CH:48]=[CH:47][CH:46]=[CH:45][CH:44]=3)[CH2:19][CH2:20][CH:21]([CH2:24][O:25][CH2:26][C:27]3[C:35]4[C:30](=[N:31][CH:32]=[CH:33][CH:34]=4)[NH:29][CH:28]=3)[CH2:22][CH2:23]2)[CH2:15][CH2:16][CH2:17]1. Given the reactants O.[F-].C([N+](C)(C)C)C1C=CC=CC=1.[N:14]1([C:18]2([C:43]3[CH:48]=[CH:47][CH:46]=[CH:45][CH:44]=3)[CH2:23][CH2:22][CH:21]([CH2:24][O:25][CH2:26][C:27]3[C:35]4[C:30](=[N:31][CH:32]=[CH:33][CH:34]=4)[NH:29][C:28]=3[Si](CC)(CC)CC)[CH2:20][CH2:19]2)[CH2:17][CH2:16][CH2:15]1, predict the reaction product. (7) Given the reactants [Cl:1][C:2]1[C:3]([N:13]2[CH2:18][CH2:17][NH:16][CH2:15][CH2:14]2)=[N:4][CH:5]=[C:6]([CH:12]=1)[C:7]([O:9][CH2:10][CH3:11])=[O:8].[Br:19][C:20]1[CH:25]=[CH:24][CH:23]=[C:22]([N:26]=[C:27]=[O:28])[CH:21]=1, predict the reaction product. The product is: [Br:19][C:20]1[CH:21]=[C:22]([NH:26][C:27]([N:16]2[CH2:17][CH2:18][N:13]([C:3]3[C:2]([Cl:1])=[CH:12][C:6]([C:7]([O:9][CH2:10][CH3:11])=[O:8])=[CH:5][N:4]=3)[CH2:14][CH2:15]2)=[O:28])[CH:23]=[CH:24][CH:25]=1. (8) Given the reactants [CH2:1]([O:3][C:4](=[O:19])[CH2:5][CH2:6][C:7]1[C:12]([C:13]([O:15]C)=O)=[CH:11][N:10]=[C:9]([O:17][CH3:18])[CH:8]=1)[CH3:2].C[Si]([N-][Si](C)(C)C)(C)C.[Na+], predict the reaction product. The product is: [CH3:18][O:17][C:9]1[N:10]=[CH:11][C:12]2[C:13](=[O:15])[CH:5]([C:4]([O:3][CH2:1][CH3:2])=[O:19])[CH2:6][C:7]=2[CH:8]=1.